Dataset: Reaction yield outcomes from USPTO patents with 853,638 reactions. Task: Predict the reaction yield, written as a fraction of the theoretical maximum amount of product (1.0 means a 100% yield; for example, 0.34 means a 34% yield). (1) The reactants are Cl.[CH:2]1([C:5]2[C:6]([N:25]([C:30]3[CH:35]=[CH:34][C:33]([B:36]([OH:38])O)=[C:32]([CH2:39][O:40]COC)[CH:31]=3)[S:26]([CH3:29])(=[O:28])=[O:27])=[CH:7][C:8]3[O:12][C:11]([C:13]4[CH:18]=[CH:17][C:16]([F:19])=[CH:15][CH:14]=4)=[C:10]([C:20](=[O:23])[NH:21][CH3:22])[C:9]=3[CH:24]=2)[CH2:4][CH2:3]1. The catalyst is O1CCCC1.CO. The product is [CH:2]1([C:5]2[C:6]([N:25]([C:30]3[CH:35]=[CH:34][C:33]4[B:36]([OH:38])[O:40][CH2:39][C:32]=4[CH:31]=3)[S:26]([CH3:29])(=[O:28])=[O:27])=[CH:7][C:8]3[O:12][C:11]([C:13]4[CH:14]=[CH:15][C:16]([F:19])=[CH:17][CH:18]=4)=[C:10]([C:20]([NH:21][CH3:22])=[O:23])[C:9]=3[CH:24]=2)[CH2:3][CH2:4]1. The yield is 0.970. (2) The reactants are [CH3:1][N:2]1[C:6]([C:7]2[CH:19]=[N:18][C:17]3[C:16]4[CH:15]=[CH:14][C:13]([C:20]([O:22][CH3:23])=[O:21])=[C:12]([O:24][CH3:25])[C:11]=4[NH:10][C:9]=3[CH:8]=2)=[C:5]([CH3:26])[N:4]=[N:3]1.[C:27]1([C@@H:33]([CH:35]2[CH2:40][CH2:39][O:38][CH2:37][CH2:36]2)O)[CH:32]=[CH:31][CH:30]=[CH:29][CH:28]=1.C1(P(C2C=CC=CC=2)C2C=CC=CC=2)C=CC=CC=1.CC(OC(/N=N/C(OC(C)C)=O)=O)C. The catalyst is C1COCC1. The product is [CH3:1][N:2]1[C:6]([C:7]2[CH:19]=[N:18][C:17]3[C:16]4[CH:15]=[CH:14][C:13]([C:20]([O:22][CH3:23])=[O:21])=[C:12]([O:24][CH3:25])[C:11]=4[N:10]([C@H:33]([C:27]4[CH:32]=[CH:31][CH:30]=[CH:29][CH:28]=4)[CH:35]4[CH2:36][CH2:37][O:38][CH2:39][CH2:40]4)[C:9]=3[CH:8]=2)=[C:5]([CH3:26])[N:4]=[N:3]1. The yield is 0.870. (3) The reactants are [O:1]1[C:6]2[CH:7]=[CH:8][CH:9]=[C:10]([CH2:11]Cl)[C:5]=2[O:4][CH2:3][CH2:2]1.[C-:13]#[N:14].[Na+].CS(C)=O. The catalyst is C(OCC)(=O)C. The product is [O:1]1[C:6]2[CH:7]=[CH:8][CH:9]=[C:10]([CH2:11][C:13]#[N:14])[C:5]=2[O:4][CH2:3][CH2:2]1. The yield is 0.680. (4) The reactants are [C:1]([C:3]1[CH:30]=[CH:29][C:6]([CH2:7][N:8]2[C:12]([CH2:13][NH:14][C:15]3[CH:28]=[CH:27][C:18]4[S:19][C:20]([C:22]([O:24][CH2:25][CH3:26])=[O:23])=[CH:21][C:17]=4[CH:16]=3)=[CH:11][N:10]=[CH:9]2)=[CH:5][CH:4]=1)#[N:2].CCN(C(C)C)C(C)C.[C:40](Cl)(=[O:45])[CH2:41][CH:42]([CH3:44])[CH3:43].O. The catalyst is C(Cl)Cl. The product is [C:1]([C:3]1[CH:4]=[CH:5][C:6]([CH2:7][N:8]2[C:12]([CH2:13][N:14]([C:40](=[O:45])[CH2:41][CH:42]([CH3:44])[CH3:43])[C:15]3[CH:28]=[CH:27][C:18]4[S:19][C:20]([C:22]([O:24][CH2:25][CH3:26])=[O:23])=[CH:21][C:17]=4[CH:16]=3)=[CH:11][N:10]=[CH:9]2)=[CH:29][CH:30]=1)#[N:2]. The yield is 0.410. (5) The reactants are [CH3:1][C:2]1[CH:7]=[C:6](B2OC(C)(C)C(C)(C)O2)[CH:5]=[C:4]([NH2:17])[C:3]=1[NH2:18].Br[C:20]1[N:25]=[C:24]2[N:26]([CH2:31][CH:32]3[CH2:37][CH2:36][O:35][CH2:34][CH2:33]3)[C:27](=[O:30])[CH2:28][NH:29][C:23]2=[N:22][CH:21]=1.ClCCl.C(=O)([O-])[O-].[Na+].[Na+]. The catalyst is C1C=CC(P(C2C=CC=CC=2)[C-]2C=CC=C2)=CC=1.C1C=CC(P(C2C=CC=CC=2)[C-]2C=CC=C2)=CC=1.Cl[Pd]Cl.[Fe+2].C(O)(C)C.O1CCOCC1. The product is [NH2:17][C:4]1[CH:5]=[C:6]([C:20]2[N:25]=[C:24]3[N:26]([CH2:31][CH:32]4[CH2:37][CH2:36][O:35][CH2:34][CH2:33]4)[C:27](=[O:30])[CH2:28][NH:29][C:23]3=[N:22][CH:21]=2)[CH:7]=[C:2]([CH3:1])[C:3]=1[NH2:18]. The yield is 0.990. (6) The reactants are [OH:1][C:2]1[CH:7]=[CH:6][C:5]([C:8](=[O:10])[CH3:9])=[CH:4][C:3]=1[O:11][CH3:12].C(=O)([O-])[O-].[K+].[K+].Br[CH2:20][CH2:21][CH2:22][Cl:23]. The catalyst is CN(C)C=O. The product is [Cl:23][CH2:22][CH2:21][CH2:20][O:1][C:2]1[CH:7]=[CH:6][C:5]([C:8](=[O:10])[CH3:9])=[CH:4][C:3]=1[O:11][CH3:12]. The yield is 0.938. (7) The yield is 0.660. The catalyst is ClCCl.CN(C)C=O. The product is [Cl:32][C:2]([Cl:33])([Cl:1])[CH2:3][O:4][C:5]([C@@H:7]1[CH2:12][CH2:11][CH2:10][N:9]([C:13](=[O:31])[C@@H:14]([NH:16][C:17](=[O:30])[C@@H:18]([NH:22][C:23](=[O:24])[C:70]([CH2:75][CH2:76][O:77][CH3:78])([CH3:71])/[CH:69]=[CH:68]/[C:62]2[CH:61]=[C:60]3[C:65]([CH:66]=[CH:67][C:58]([C@H:56]([OH:55])[CH3:57])=[N:59]3)=[CH:64][CH:63]=2)[CH:19]([CH3:21])[CH3:20])[CH3:15])[NH:8]1)=[O:6]. The reactants are [Cl:1][C:2]([Cl:33])([Cl:32])[CH2:3][O:4][C:5]([C@@H:7]1[CH2:12][CH2:11][CH2:10][N:9]([C:13](=[O:31])[C@@H:14]([NH:16][C:17](=[O:30])[C@@H:18]([NH:22][C:23](OC(C)(C)C)=[O:24])[CH:19]([CH3:21])[CH3:20])[CH3:15])[NH:8]1)=[O:6].FC(F)(F)S(O[Si](C)(C)C)(=O)=O.C(N(CC)C(C)C)(C)C.[OH:55][C@@H:56]([C:58]1[CH:67]=[CH:66][C:65]2[C:60](=[CH:61][C:62](/[CH:68]=[CH:69]/[C:70]([CH2:75][CH2:76][O:77][CH3:78])(C)[C:71](O)=O)=[CH:63][CH:64]=2)[N:59]=1)[CH3:57].C[NH3+].F[P-](F)(F)(F)(F)F.N1(OC(N(C)C)=[N+](C)C)C2N=CC=CC=2N=N1.F[P-](F)(F)(F)(F)F.